Dataset: CYP1A2 inhibition data for predicting drug metabolism from PubChem BioAssay. Task: Regression/Classification. Given a drug SMILES string, predict its absorption, distribution, metabolism, or excretion properties. Task type varies by dataset: regression for continuous measurements (e.g., permeability, clearance, half-life) or binary classification for categorical outcomes (e.g., BBB penetration, CYP inhibition). Dataset: cyp1a2_veith. (1) The molecule is CCN(CC)S(=O)(=O)N1CCC(C(=O)NCc2ccc(C)cc2)CC1. The result is 0 (non-inhibitor). (2) The result is 1 (inhibitor). The drug is O=C(NC1CCCCCC1)c1cccs1.